From a dataset of Reaction yield outcomes from USPTO patents with 853,638 reactions. Predict the reaction yield, written as a fraction of the theoretical maximum amount of product (1.0 means a 100% yield; for example, 0.34 means a 34% yield). (1) The reactants are [CH3:1][C:2]([O:5][C:6]([N:8]1[C@H:13]([C:14]([OH:16])=O)[CH2:12][C:10](=[O:11])[CH2:9]1)=[O:7])([CH3:4])[CH3:3].Cl.[F:18][C:19]1([F:23])[CH2:22][NH:21][CH2:20]1.CCN(C(C)C)C(C)C.C1C=CC2N(O)N=NC=2C=1.CCN=C=NCCCN(C)C.Cl.C(=O)(O)[O-].[Na+]. The catalyst is C(Cl)Cl. The product is [C:2]([O:5][C:6]([N:8]1[CH2:9][C:10](=[O:11])[CH2:12][C@H:13]1[C:14]([N:21]1[CH2:22][C:19]([F:23])([F:18])[CH2:20]1)=[O:16])=[O:7])([CH3:1])([CH3:3])[CH3:4]. The yield is 0.840. (2) The reactants are [N:1]1([C:8]([O:10][CH2:11][C:12]2[CH:17]=[CH:16][CH:15]=[CH:14][CH:13]=2)=[O:9])[CH2:7][CH:6]=[CH:5][CH2:4][CH2:3][CH2:2]1.C([O-])(O)=[O:19].[Na+].C1C=C(Cl)C=C(C(OO)=O)C=1. The catalyst is C(Cl)Cl. The product is [CH:6]12[O:19][CH:5]1[CH2:4][CH2:3][CH2:2][N:1]([C:8]([O:10][CH2:11][C:12]1[CH:13]=[CH:14][CH:15]=[CH:16][CH:17]=1)=[O:9])[CH2:7]2. The yield is 0.300. (3) The reactants are CC1(C)C(C)(C)OB([C:9]2[CH:14]=[CH:13][C:12]([O:15][C:16]3[CH:21]=[CH:20][C:19]([O:22][C:23]([F:26])([F:25])[F:24])=[CH:18][CH:17]=3)=[CH:11][CH:10]=2)O1.[NH2:28][C:29](=[O:43])[C@@H:30]([NH:32][C:33]1[N:38]=[C:37](Cl)[N:36]=[C:35]([C:40]([NH2:42])=[O:41])[CH:34]=1)[CH3:31].C([O-])([O-])=O.[Na+].[Na+]. The catalyst is Cl[Pd](Cl)([P](C1C=CC=CC=1)(C1C=CC=CC=1)C1C=CC=CC=1)[P](C1C=CC=CC=1)(C1C=CC=CC=1)C1C=CC=CC=1.O1CCOCC1. The product is [NH2:28][C:29](=[O:43])[C@@H:30]([NH:32][C:33]1[N:38]=[C:37]([C:9]2[CH:10]=[CH:11][C:12]([O:15][C:16]3[CH:17]=[CH:18][C:19]([O:22][C:23]([F:24])([F:25])[F:26])=[CH:20][CH:21]=3)=[CH:13][CH:14]=2)[N:36]=[C:35]([C:40]([NH2:42])=[O:41])[CH:34]=1)[CH3:31]. The yield is 0.310.